Dataset: Forward reaction prediction with 1.9M reactions from USPTO patents (1976-2016). Task: Predict the product of the given reaction. (1) Given the reactants [N:1]1([C:7]([O:9][C:10]([CH3:13])([CH3:12])[CH3:11])=[O:8])[CH2:6][CH2:5][NH:4][CH2:3][CH2:2]1.[CH2:14](Br)[C:15]1[CH:20]=[CH:19][CH:18]=[CH:17][CH:16]=1.C(N(CC)CC)C, predict the reaction product. The product is: [CH2:14]([N:4]1[CH2:5][CH2:6][N:1]([C:7]([O:9][C:10]([CH3:13])([CH3:12])[CH3:11])=[O:8])[CH2:2][CH2:3]1)[C:15]1[CH:20]=[CH:19][CH:18]=[CH:17][CH:16]=1. (2) The product is: [OH:2][C:3]1[CH:8]=[CH:7][C:6]([C:9]2[C:10]([CH3:26])=[N:11][N:12]([CH3:25])[C:13]=2[C:14]2[CH:24]=[CH:23][C:17]3[O:18][CH2:19][C:20](=[O:22])[NH:21][C:16]=3[CH:15]=2)=[CH:5][CH:4]=1. Given the reactants C[O:2][C:3]1[CH:8]=[CH:7][C:6]([C:9]2[C:10]([CH3:26])=[N:11][N:12]([CH3:25])[C:13]=2[C:14]2[CH:24]=[CH:23][C:17]3[O:18][CH2:19][C:20](=[O:22])[NH:21][C:16]=3[CH:15]=2)=[CH:5][CH:4]=1.B(Br)(Br)Br, predict the reaction product. (3) Given the reactants C([Li])CCC.CC1(C)CCCC(C)(C)N1.[CH3:16][N:17]1[CH2:22][CH2:21][CH:20]([NH:23][CH2:24][C:25]2[CH:30]=[CH:29][CH:28]=[CH:27][C:26]=2[F:31])[CH2:19][CH2:18]1.[Br:32]C(Cl)(Cl)C(Br)(Cl)Cl, predict the reaction product. The product is: [CH3:16][N:17]1[CH2:22][CH2:21][CH:20]([NH:23][CH2:24][C:25]2[CH:30]=[CH:29][CH:28]=[C:27]([Br:32])[C:26]=2[F:31])[CH2:19][CH2:18]1. (4) Given the reactants [NH2:1][C:2]1[CH:3]=[C:4]([CH:10]=[CH:11][C:12]=1[NH:13][CH:14]1[CH2:19][CH2:18][CH2:17][CH2:16][CH2:15]1)[C:5]([O:7][CH2:8][CH3:9])=[O:6].Cl.[OH:21][C:22]1[CH:31]=[CH:30][C:25]([C:26](=N)OC)=[CH:24][CH:23]=1, predict the reaction product. The product is: [CH:14]1([N:13]2[C:12]3[CH:11]=[CH:10][C:4]([C:5]([O:7][CH2:8][CH3:9])=[O:6])=[CH:3][C:2]=3[N:1]=[C:26]2[C:25]2[CH:30]=[CH:31][C:22]([OH:21])=[CH:23][CH:24]=2)[CH2:19][CH2:18][CH2:17][CH2:16][CH2:15]1. (5) The product is: [Cl:18][C:15]1[CH:14]=[CH:13][C:12]([S:11][CH:9]2[CH2:10][N:7]([CH2:6][CH2:5][C@H:2]([NH:1][C:26]([NH:27][C:28]3[S:29][C:30]([CH2:33][CH3:34])=[N:31][N:32]=3)=[O:25])[CH2:3][OH:4])[CH2:8]2)=[CH:17][CH:16]=1. Given the reactants [NH2:1][C@@H:2]([CH2:5][CH2:6][N:7]1[CH2:10][CH:9]([S:11][C:12]2[CH:17]=[CH:16][C:15]([Cl:18])=[CH:14][CH:13]=2)[CH2:8]1)[CH2:3][OH:4].C1([O:25][C:26](=O)[NH:27][C:28]2[S:29][C:30]([CH2:33][CH3:34])=[N:31][N:32]=2)C=CC=CC=1, predict the reaction product. (6) The product is: [CH2:1]([N:8]1[C:9]2[C:10](=[O:15])[CH2:11][CH2:12][CH2:13][C:14]=2[C:20]([C:21]2[CH:28]=[CH:27][C:24]([C:25]#[N:26])=[CH:23][CH:22]=2)=[CH:19]1)[C:2]1[CH:7]=[CH:6][CH:5]=[CH:4][CH:3]=1. Given the reactants [CH2:1]([NH:8][C:9]1[C:10](=[O:15])[CH2:11][CH2:12][CH2:13][CH:14]=1)[C:2]1[CH:7]=[CH:6][CH:5]=[CH:4][CH:3]=1.[N+]([CH:19]=[CH:20][C:21]1[CH:28]=[CH:27][C:24]([C:25]#[N:26])=[CH:23][CH:22]=1)([O-])=O.CCOCC, predict the reaction product.